Dataset: Forward reaction prediction with 1.9M reactions from USPTO patents (1976-2016). Task: Predict the product of the given reaction. Given the reactants [C:1]([CH2:3][C:4]1(O)[CH2:9][CH2:8][N:7]([C:10]2[CH:15]=[CH:14][C:13]([N:16]3[CH2:20][C@H:19]([CH2:21][NH:22][C:23](=[O:25])[CH3:24])[O:18][C:17]3=[O:26])=[CH:12][C:11]=2[F:27])[CH2:6][CH2:5]1)#[N:2].CCN(S(F)(F)[F:35])CC, predict the reaction product. The product is: [F:35][C:4]1([CH2:3][C:1]#[N:2])[CH2:9][CH2:8][N:7]([C:10]2[CH:15]=[CH:14][C:13]([N:16]3[CH2:20][C@H:19]([CH2:21][NH:22][C:23](=[O:25])[CH3:24])[O:18][C:17]3=[O:26])=[CH:12][C:11]=2[F:27])[CH2:6][CH2:5]1.